This data is from Forward reaction prediction with 1.9M reactions from USPTO patents (1976-2016). The task is: Predict the product of the given reaction. Given the reactants CC1(C)[N:6]2[C:7](=[O:12])[C@H:8]3[CH2:11][C@H:9]3[CH2:10][C@H:5]2[CH2:4][O:3]1.Cl, predict the reaction product. The product is: [OH:3][CH2:4][C@@H:5]1[CH2:10][C@H:9]2[C@H:8]([CH2:11]2)[C:7](=[O:12])[NH:6]1.